Dataset: Forward reaction prediction with 1.9M reactions from USPTO patents (1976-2016). Task: Predict the product of the given reaction. (1) Given the reactants [C:1]12([C:11]3[CH:21]=[CH:20][C:14]([O:15][CH2:16][C:17](O)=[O:18])=[CH:13][CH:12]=3)[CH2:10][CH:5]3[CH2:6][CH:7]([CH2:9][CH:3]([CH2:4]3)[CH2:2]1)[CH2:8]2.[NH2:22][C:23]1[CH:24]=[N:25][CH:26]=[C:27]([CH:31]=1)[C:28]([NH2:30])=[O:29].C1CN([P+](ON2N=NC3C=CC=CC2=3)(N2CCCC2)N2CCCC2)CC1.F[P-](F)(F)(F)(F)F.CO, predict the reaction product. The product is: [C:1]12([C:11]3[CH:21]=[CH:20][C:14]([O:15][CH2:16][C:17]([NH:22][C:23]4[CH:24]=[N:25][CH:26]=[C:27]([CH:31]=4)[C:28]([NH2:30])=[O:29])=[O:18])=[CH:13][CH:12]=3)[CH2:2][CH:3]3[CH2:9][CH:7]([CH2:6][CH:5]([CH2:4]3)[CH2:10]1)[CH2:8]2. (2) Given the reactants Cl[C:2]1[N:7]=[C:6]([C:8]2[S:12][C:11]([N:13]3[CH2:18][CH2:17][S:16](=[O:20])(=[O:19])[CH2:15][CH2:14]3)=[N:10][C:9]=2[C:21]2[C:22]([F:39])=[C:23]([NH:27][S:28]([C:31]3[C:36]([F:37])=[CH:35][CH:34]=[CH:33][C:32]=3[F:38])(=[O:30])=[O:29])[CH:24]=[CH:25][CH:26]=2)[CH:5]=[CH:4][N:3]=1.[NH3:40], predict the reaction product. The product is: [NH2:40][C:2]1[N:7]=[C:6]([C:8]2[S:12][C:11]([N:13]3[CH2:18][CH2:17][S:16](=[O:20])(=[O:19])[CH2:15][CH2:14]3)=[N:10][C:9]=2[C:21]2[C:22]([F:39])=[C:23]([NH:27][S:28]([C:31]3[C:36]([F:37])=[CH:35][CH:34]=[CH:33][C:32]=3[F:38])(=[O:30])=[O:29])[CH:24]=[CH:25][CH:26]=2)[CH:5]=[CH:4][N:3]=1. (3) Given the reactants [CH3:1][NH:2][CH3:3].[Br:4][C:5]1[CH:6]=[CH:7][C:8]([CH:11]=[CH2:12])=[N:9][CH:10]=1, predict the reaction product. The product is: [Br:4][C:5]1[CH:6]=[CH:7][C:8]([CH2:11][CH2:12][N:2]([CH3:3])[CH3:1])=[N:9][CH:10]=1. (4) Given the reactants [C:1]12([NH:9][CH2:8][C:7]3[CH:10]=[CH:11][C:12]([C:14]([O:16][CH3:17])=[O:15])=[CH:13][C:6]=3[O:5][CH2:4]1)[CH2:3][CH2:2]2.[BH-](OC(C)=O)(OC(C)=O)O[C:20](C)=O.[Na+], predict the reaction product. The product is: [CH3:20][N:9]1[C:1]2([CH2:2][CH2:3]2)[CH2:4][O:5][C:6]2[CH:13]=[C:12]([C:14]([O:16][CH3:17])=[O:15])[CH:11]=[CH:10][C:7]=2[CH2:8]1. (5) Given the reactants [I:1][C:2]1[CH:18]=[CH:17][C:5]2[N:6]([C:10]([O:12][C:13]([CH3:16])([CH3:15])[CH3:14])=[O:11])[C:7](=[O:9])[NH:8][C:4]=2[CH:3]=1.[H-].[Na+].Br[CH:22]([C:30]1[CH:35]=[CH:34][CH:33]=[CH:32][CH:31]=1)[C:23]([O:25][C:26]([CH3:29])([CH3:28])[CH3:27])=[O:24].[Cl-].[NH4+], predict the reaction product. The product is: [C:26]([O:25][C:23]([CH:22]([C:30]1[CH:31]=[CH:32][CH:33]=[CH:34][CH:35]=1)[N:8]1[C:4]2[CH:3]=[C:2]([I:1])[CH:18]=[CH:17][C:5]=2[N:6]([C:10]([O:12][C:13]([CH3:14])([CH3:15])[CH3:16])=[O:11])[C:7]1=[O:9])=[O:24])([CH3:29])([CH3:27])[CH3:28]. (6) Given the reactants [N:1]1[CH:6]=[CH:5][CH:4]=[C:3]([O:7][C:8]2[CH:15]=[CH:14][CH:13]=[CH:12][C:9]=2[C:10]#[N:11])[CH:2]=1, predict the reaction product. The product is: [N:1]1[CH:6]=[CH:5][CH:4]=[C:3]([O:7][C:8]2[CH:15]=[CH:14][CH:13]=[CH:12][C:9]=2[CH2:10][NH2:11])[CH:2]=1. (7) Given the reactants [Cl:1][C:2]1[CH:3]=[C:4]([C:8]2[C:9]3[N:18]([CH2:19][C@H:20]4[CH2:25][CH2:24][C@H:23]([CH3:26])[CH2:22][CH2:21]4)[C:17]([CH:27]([C:29]4[CH:34]=[CH:33][CH:32]=[CH:31][C:30]=4[F:35])O)=[CH:16][C:10]=3[N:11]=[C:12]([C:14]#[N:15])[N:13]=2)[CH:5]=[N:6][CH:7]=1.CCN(S(F)(F)[F:42])CC, predict the reaction product. The product is: [Cl:1][C:2]1[CH:3]=[C:4]([C:8]2[C:9]3[N:18]([CH2:19][C@H:20]4[CH2:25][CH2:24][C@H:23]([CH3:26])[CH2:22][CH2:21]4)[C:17]([CH:27]([F:42])[C:29]4[CH:34]=[CH:33][CH:32]=[CH:31][C:30]=4[F:35])=[CH:16][C:10]=3[N:11]=[C:12]([C:14]#[N:15])[N:13]=2)[CH:5]=[N:6][CH:7]=1. (8) Given the reactants [Cl:1][C:2]1[CH:9]=[CH:8][C:5]([C:6]#[N:7])=[CH:4][CH:3]=1.[C:10]([O:16][CH2:17][CH3:18])(=[O:15])[CH2:11][C:12]([CH3:14])=[O:13], predict the reaction product. The product is: [CH2:17]([O:16][C:10](=[O:15])[C:11](=[C:6]([NH2:7])[C:5]1[CH:8]=[CH:9][C:2]([Cl:1])=[CH:3][CH:4]=1)[C:12](=[O:13])[CH3:14])[CH3:18]. (9) Given the reactants Br[C:2]1[CH:3]=[C:4]2[C:9](=[CH:10][CH:11]=1)[CH2:8][C@@H:7]([N:12]([CH2:20][C:21]1[N:26]=[CH:25][C:24]3[O:27][CH2:28][CH2:29][O:30][C:23]=3[CH:22]=1)[C:13](=[O:19])[O:14][C:15]([CH3:18])([CH3:17])[CH3:16])[CH2:6][CH2:5]2.[F:31][C:32]1[CH:41]=[C:40]2[C:35]([CH:36]=[CH:37][C:38](=[O:42])[NH:39]2)=[CH:34][CH:33]=1.CNCCNC.[O-]P([O-])([O-])=O.[K+].[K+].[K+], predict the reaction product. The product is: [O:30]1[C:23]2[CH:22]=[C:21]([CH2:20][N:12]([C@H:7]3[CH2:6][CH2:5][C:4]4[C:9](=[CH:10][CH:11]=[C:2]([N:39]5[C:40]6[C:35](=[CH:34][CH:33]=[C:32]([F:31])[CH:41]=6)[CH:36]=[CH:37][C:38]5=[O:42])[CH:3]=4)[CH2:8]3)[C:13](=[O:19])[O:14][C:15]([CH3:16])([CH3:18])[CH3:17])[N:26]=[CH:25][C:24]=2[O:27][CH2:28][CH2:29]1.